This data is from Catalyst prediction with 721,799 reactions and 888 catalyst types from USPTO. The task is: Predict which catalyst facilitates the given reaction. (1) Reactant: Cl.[I:2][C:3]1[CH:4]=[C:5]2[C:10](=[CH:11][CH:12]=1)[N:9]([CH2:13][CH:14]1[CH2:18][CH2:17][NH:16][CH2:15]1)[CH:8]=[C:7]([C:19]([O:21][CH2:22][CH3:23])=[O:20])[C:6]2=[O:24].[CH2:25](Cl)[CH:26]1[O:30][CH2:29][CH2:28][CH2:27]1.C(=O)([O-])[O-].[K+].[K+].O. Product: [I:2][C:3]1[CH:4]=[C:5]2[C:10](=[CH:11][CH:12]=1)[N:9]([CH2:13][CH:14]1[CH2:18][CH2:17][N:16]([CH2:25][CH:26]3[CH2:27][CH2:28][CH2:29][O:30]3)[CH2:15]1)[CH:8]=[C:7]([C:19]([O:21][CH2:22][CH3:23])=[O:20])[C:6]2=[O:24]. The catalyst class is: 9. (2) Reactant: [CH3:1][O:2][C:3]([C:5]1[C:6]([OH:26])=[C:7]2[C:12](=[CH:13][N:14]=1)[N:11]([CH2:15][C:16]1[CH:21]=[CH:20][C:19]([C:22]#[N:23])=[CH:18][CH:17]=1)[C:10](=[O:24])[C:9](Br)=[CH:8]2)=[O:4].[C:27]1([Sn](CCCC)(CCCC)CCCC)[CH:32]=[CH:31][CH:30]=[CH:29][CH:28]=1.CCOC(C)=O.Cl. Product: [CH3:1][O:2][C:3]([C:5]1[C:6]([OH:26])=[C:7]2[C:12](=[CH:13][N:14]=1)[N:11]([CH2:15][C:16]1[CH:21]=[CH:20][C:19]([C:22]#[N:23])=[CH:18][CH:17]=1)[C:10](=[O:24])[C:9]([C:27]1[CH:32]=[CH:31][CH:30]=[CH:29][CH:28]=1)=[CH:8]2)=[O:4]. The catalyst class is: 510. (3) Reactant: [Cl:1][C:2]1[CH:3]=[C:4]([C:9]2[S:13][C:12]([CH2:14]O)=[N:11][CH:10]=2)[CH:5]=[CH:6][C:7]=1[Cl:8].C(N(CC)CC)C.CS(Cl)(=O)=O.[NH:28]1[CH:32]=[C:31]([C:33]([O:35][CH2:36][CH3:37])=[O:34])[CH:30]=[N:29]1.C(=O)([O-])[O-].[K+].[K+]. Product: [Cl:1][C:2]1[CH:3]=[C:4]([C:9]2[S:13][C:12]([CH2:14][N:28]3[CH:32]=[C:31]([C:33]([O:35][CH2:36][CH3:37])=[O:34])[CH:30]=[N:29]3)=[N:11][CH:10]=2)[CH:5]=[CH:6][C:7]=1[Cl:8]. The catalyst class is: 7. (4) Reactant: CO.Cl.[C:4]([NH2:7])(=[NH:6])[CH3:5].[CH3:8][CH:9]([C:15](OCC)=[O:16])[C:10](OCC)=[O:11].O. Product: [CH3:5][C:4]1[N:7]=[C:10]([OH:11])[C:9]([CH3:8])=[C:15]([OH:16])[N:6]=1. The catalyst class is: 15. (5) Reactant: [Br:1][C:2]1[C:3]([N:12]2[CH2:17][CH2:16][N:15]([CH:18]([C:20]3[CH:25]=[CH:24][CH:23]=[CH:22][CH:21]=3)[CH3:19])[CH2:14][CH2:13]2)=[C:4]([N+:9]([O-])=O)[C:5]([NH2:8])=[N:6][CH:7]=1.[CH3:26][N:27]1[CH2:32][CH2:31][N:30]([C:33]2[CH:40]=[CH:39][C:36]([CH:37]=O)=[CH:35][CH:34]=2)[CH2:29][CH2:28]1.[O-]S(S([O-])=O)=O.[Na+].[Na+]. Product: [Br:1][C:2]1[C:3]([N:12]2[CH2:17][CH2:16][N:15]([CH:18]([C:20]3[CH:25]=[CH:24][CH:23]=[CH:22][CH:21]=3)[CH3:19])[CH2:14][CH2:13]2)=[C:4]2[N:9]=[C:37]([C:36]3[CH:35]=[CH:34][C:33]([N:30]4[CH2:29][CH2:28][N:27]([CH3:26])[CH2:32][CH2:31]4)=[CH:40][CH:39]=3)[NH:8][C:5]2=[N:6][CH:7]=1. The catalyst class is: 14. (6) Reactant: [F:1][C:2]1[CH:7]=[C:6]([C:8]2[C:9]3[C:10]4[CH:24]=[CH:23][S:22][C:11]=4[C:12](=[O:21])[NH:13][C:14]=3[C:15]([CH3:20])=[CH:16][C:17]=2[O:18][CH3:19])[CH:5]=[CH:4][C:3]=1[CH:25]([CH:35]([CH3:37])[CH3:36])[CH2:26][NH:27]C(=O)OC(C)(C)C.[ClH:38]. Product: [ClH:38].[NH2:27][CH2:26][CH:25]([C:3]1[CH:4]=[CH:5][C:6]([C:8]2[C:9]3[C:10]4[CH:24]=[CH:23][S:22][C:11]=4[C:12](=[O:21])[NH:13][C:14]=3[C:15]([CH3:20])=[CH:16][C:17]=2[O:18][CH3:19])=[CH:7][C:2]=1[F:1])[CH:35]([CH3:37])[CH3:36]. The catalyst class is: 28.